Dataset: Full USPTO retrosynthesis dataset with 1.9M reactions from patents (1976-2016). Task: Predict the reactants needed to synthesize the given product. Given the product [CH2:10]1[CH2:9][O:20][CH2:6][CH2:11]1.[CH3:17][CH:18]([OH:19])[CH3:2], predict the reactants needed to synthesize it. The reactants are: C[C@@:2]12[C@@H:18]([OH:19])[CH2:17]C[C@H]1[C@H]1[C@@H]([C:6]3C=C[C:9]([OH:20])=[CH:10][C:11]=3CC1)CC2.C(O)(C)C.